Dataset: Catalyst prediction with 721,799 reactions and 888 catalyst types from USPTO. Task: Predict which catalyst facilitates the given reaction. (1) Reactant: [F:1][C:2]([F:30])([F:29])[O:3][C:4]1[CH:9]=[CH:8][C:7]([N:10]2[CH:14]=[N:13][C:12]([C:15]3[CH:20]=[CH:19][C:18]([NH:21][C:22](=[O:28])[O:23][C:24]([CH3:27])([CH3:26])[CH3:25])=[CH:17][CH:16]=3)=[N:11]2)=[CH:6][CH:5]=1.[H-].[Na+].I[CH3:34]. Product: [CH3:34][N:21]([C:18]1[CH:19]=[CH:20][C:15]([C:12]2[N:13]=[CH:14][N:10]([C:7]3[CH:6]=[CH:5][C:4]([O:3][C:2]([F:1])([F:29])[F:30])=[CH:9][CH:8]=3)[N:11]=2)=[CH:16][CH:17]=1)[C:22](=[O:28])[O:23][C:24]([CH3:25])([CH3:26])[CH3:27]. The catalyst class is: 3. (2) Reactant: [Br:1][C:2]1[CH:7]=[CH:6][CH:5]=[CH:4][C:3]=1[OH:8].C(=O)([O-])[O-].[Cs+].[Cs+].Cl[CH2:16][CH2:17][O:18][CH3:19]. Product: [Br:1][C:2]1[CH:7]=[CH:6][CH:5]=[CH:4][C:3]=1[O:8][CH2:16][CH2:17][O:18][CH3:19]. The catalyst class is: 18.